The task is: Predict the reactants needed to synthesize the given product.. This data is from Full USPTO retrosynthesis dataset with 1.9M reactions from patents (1976-2016). (1) Given the product [O:1]=[S:2]1(=[O:16])[C:6]2[CH:7]=[CH:8][CH:9]=[CH:10][C:5]=2[C:4]2[CH:11]=[C:12]([NH:15][C:37]([CH2:36][CH2:35][C:31]3[CH:30]=[CH:29][N:28]=[CH:40][CH:32]=3)=[O:59])[CH:13]=[CH:14][C:3]1=2, predict the reactants needed to synthesize it. The reactants are: [O:1]=[S:2]1(=[O:16])[C:6]2[CH:7]=[CH:8][CH:9]=[CH:10][C:5]=2[C:4]2[CH:11]=[C:12]([NH2:15])[CH:13]=[CH:14][C:3]1=2.[N+](C1C=CC(COC([NH:28][C:29]2C=[CH:40][C:32]3SC4C=C[CH:37]=[CH:36][C:35]=4[C:31]=3[CH:30]=2)=O)=CC=1)([O-])=O.CCN=C=NCCCN(C)C.CN(C=[O:59])C. (2) Given the product [C:24]1([C:27]2[CH:32]=[CH:31][CH:30]=[CH:29][CH:28]=2)[CH:23]=[CH:22][C:21]([CH2:20][NH:19][C:12]2[C:13]3[CH:18]=[N:17][CH:16]=[N:15][C:14]=3[N:9]([OH:8])[C:10](=[O:33])[CH:11]=2)=[CH:26][CH:25]=1, predict the reactants needed to synthesize it. The reactants are: C([O:8][N:9]1[C:14]2[N:15]=[CH:16][N:17]=[CH:18][C:13]=2[C:12]([NH:19][CH2:20][C:21]2[CH:26]=[CH:25][C:24]([C:27]3[CH:32]=[CH:31][CH:30]=[CH:29][CH:28]=3)=[CH:23][CH:22]=2)=[CH:11][C:10]1=[O:33])C1C=CC=CC=1.CO.[H][H]. (3) The reactants are: [C:1]([O:5][C:6](=[O:31])[NH:7][C:8]1[C:17]([CH2:18][CH2:19][CH:20]=C)=[C:16]2[C:11]([CH2:12][CH2:13][C@@H:14]([C:22](C)(C)[O:23][SiH2]C(C)(C)C)[O:15]2)=[CH:10][CH:9]=1)([CH3:4])([CH3:3])[CH3:2].I([O-])(=O)(=O)=[O:33].[Na+]. Given the product [C:1]([O:5][C:6]([N:7]1[C:8]2[C:17](=[C:16]3[C:11](=[CH:10][CH:9]=2)[CH2:12][CH2:13][C@@H:14]([CH2:22][OH:23])[O:15]3)[CH2:18][CH2:19][CH:20]1[OH:33])=[O:31])([CH3:3])([CH3:4])[CH3:2], predict the reactants needed to synthesize it. (4) Given the product [NH2:1][C:2]1[N:3]=[C:4]([S:11][CH3:12])[C:5]([C:9]#[N:10])=[C:6]([C:18]2[CH:23]=[N:22][CH:21]=[CH:20][N:19]=2)[N:7]=1, predict the reactants needed to synthesize it. The reactants are: [NH2:1][C:2]1[N:7]=[C:6](Br)[C:5]([C:9]#[N:10])=[C:4]([S:11][CH3:12])[N:3]=1.C([Sn](CCCC)(CCCC)[C:18]1[CH:23]=[N:22][CH:21]=[CH:20][N:19]=1)CCC. (5) Given the product [CH2:37]([O:24][C:23](=[O:25])[C@@H:22]([NH:21][C:19]([C:17]1[S:18][C:14]([C:12](=[O:13])[NH:11][CH2:10][C:5]2[CH:6]=[CH:7][CH:8]=[C:9]3[C:4]=2[CH:3]=[N:2][NH:1]3)=[CH:15][C:16]=1[CH3:35])=[O:20])[CH2:26][NH:27][C:28]([C:30]1[S:31][CH:32]=[CH:33][CH:34]=1)=[O:29])[CH:38]([CH3:40])[CH3:39], predict the reactants needed to synthesize it. The reactants are: [NH:1]1[C:9]2[C:4](=[C:5]([CH2:10][NH:11][C:12]([C:14]3[S:18][C:17]([C:19]([NH:21][C@@H:22]([CH2:26][NH:27][C:28]([C:30]4[S:31][CH:32]=[CH:33][CH:34]=4)=[O:29])[C:23]([OH:25])=[O:24])=[O:20])=[C:16]([CH3:35])[CH:15]=3)=[O:13])[CH:6]=[CH:7][CH:8]=2)[CH:3]=[N:2]1.I[CH2:37][CH:38]([CH3:40])[CH3:39].C(N(CC)CC)C.CCOC(C)=O. (6) The reactants are: [C:1]([O:4][C@H:5]([C:34]1[CH:39]=[CH:38][C:37]([F:40])=[CH:36][CH:35]=1)[CH2:6][CH2:7][C@H:8]1[C:11](=[O:12])[N:10]([C:13]2[CH:18]=[CH:17][C:16]([O:19][S:20]([C:23]([F:26])([F:25])[F:24])(=[O:22])=[O:21])=[CH:15][CH:14]=2)[C@@H:9]1[C:27]1[CH:32]=[CH:31][C:30](I)=[CH:29][CH:28]=1)(=[O:3])[CH3:2].[Cl-].[Li+].[CH2:43]([Sn](CCCC)(CCCC)CCCC)[CH:44]=[CH2:45]. Given the product [C:1]([O:4][C@H:5]([C:34]1[CH:39]=[CH:38][C:37]([F:40])=[CH:36][CH:35]=1)[CH2:6][CH2:7][C@H:8]1[C:11](=[O:12])[N:10]([C:13]2[CH:18]=[CH:17][C:16]([O:19][S:20]([C:23]([F:26])([F:25])[F:24])(=[O:22])=[O:21])=[CH:15][CH:14]=2)[C@@H:9]1[C:27]1[CH:32]=[CH:31][C:30]([CH2:45][CH:44]=[CH2:43])=[CH:29][CH:28]=1)(=[O:3])[CH3:2], predict the reactants needed to synthesize it. (7) Given the product [N:1]1([C:19]([O:18][C:15]([CH3:17])([CH3:16])[CH3:14])=[O:20])[C:9]2[CH:8]=[CH:7][CH:6]=[C:5]([C:10]([O:12][CH3:13])=[O:11])[C:4]=2[CH2:3][CH2:2]1, predict the reactants needed to synthesize it. The reactants are: [NH:1]1[C:9]2[CH:8]=[CH:7][CH:6]=[C:5]([C:10]([O:12][CH3:13])=[O:11])[C:4]=2[CH2:3][CH2:2]1.[CH3:14][C:15]([O:18][C:19](O[C:19]([O:18][C:15]([CH3:17])([CH3:16])[CH3:14])=[O:20])=[O:20])([CH3:17])[CH3:16]. (8) Given the product [F:6][C:7]1[CH:8]=[C:9]2[C:13](=[CH:14][CH:15]=1)[NH:12][C:11]([CH3:16])=[C:10]2[CH:19]=[O:17], predict the reactants needed to synthesize it. The reactants are: O=P(Cl)(Cl)Cl.[F:6][C:7]1[CH:8]=[C:9]2[C:13](=[CH:14][CH:15]=1)[NH:12][C:11]([CH3:16])=[CH:10]2.[OH-:17].[Na+].[CH3:19]O.C(Cl)Cl.